This data is from Full USPTO retrosynthesis dataset with 1.9M reactions from patents (1976-2016). The task is: Predict the reactants needed to synthesize the given product. (1) Given the product [C:13]([O:17][C:18](=[O:19])[N:20]([CH2:21][CH2:22][CH:23]([C:27]1[CH:28]=[CH:29][C:30]([Cl:33])=[CH:31][CH:32]=1)[C:24](=[O:25])[NH:1][C:2]1[CH:11]=[C:10]2[C:5]([C:6](=[O:12])[NH:7][CH:8]=[N:9]2)=[CH:4][CH:3]=1)[CH3:34])([CH3:16])([CH3:14])[CH3:15], predict the reactants needed to synthesize it. The reactants are: [NH2:1][C:2]1[CH:11]=[C:10]2[C:5]([C:6](=[O:12])[NH:7][CH:8]=[N:9]2)=[CH:4][CH:3]=1.[C:13]([O:17][C:18]([N:20]([CH3:34])[CH2:21][CH2:22][CH:23]([C:27]1[CH:32]=[CH:31][C:30]([Cl:33])=[CH:29][CH:28]=1)[C:24]([O-])=[O:25])=[O:19])([CH3:16])([CH3:15])[CH3:14].[Na+]. (2) The reactants are: C(O)(=O)/C=C/C(O)=O.[CH:9]1[C:14]([CH2:15][C@H:16]([NH2:20])[C:17]([OH:19])=[O:18])=[CH:13][C:12]([OH:21])=[C:11]([OH:22])[CH:10]=1.[CH3:23][C@@:24]([NH:37][NH2:38])([C:34]([OH:36])=[O:35])[CH2:25][C:26]1[CH:31]=[CH:30][C:29]([OH:32])=[C:28]([OH:33])[CH:27]=1.O. Given the product [CH:9]1[C:14]([CH2:15][C@H:16]([NH2:20])[C:17]([OH:19])=[O:18])=[CH:13][C:12]([OH:21])=[C:11]([OH:22])[CH:10]=1.[CH3:23][C@@:24]([NH:37][NH2:38])([C:34]([OH:36])=[O:35])[CH2:25][C:26]1[CH:31]=[CH:30][C:29]([OH:32])=[C:28]([OH:33])[CH:27]=1, predict the reactants needed to synthesize it. (3) Given the product [F:1][C:2]1[CH:10]=[CH:9][C:8]([N+:11]([O-:13])=[O:12])=[CH:7][C:3]=1[C:4]([Cl:17])=[O:5], predict the reactants needed to synthesize it. The reactants are: [F:1][C:2]1[CH:10]=[CH:9][C:8]([N+:11]([O-:13])=[O:12])=[CH:7][C:3]=1[C:4](O)=[O:5].C(Cl)(=O)C([Cl:17])=O. (4) Given the product [CH2:34]([O:33][C:31]([C:2]1[N:11]=[C:10]([NH:12][CH2:13][C:14]2[CH:19]=[CH:18][CH:17]=[CH:16][N:15]=2)[C:9]2[C:4](=[CH:5][CH:6]=[CH:7][C:8]=2[C:20]2[CH:25]=[CH:24][CH:23]=[CH:22][CH:21]=2)[N:3]=1)=[CH2:32])[CH3:35], predict the reactants needed to synthesize it. The reactants are: Cl[C:2]1[N:11]=[C:10]([NH:12][CH2:13][C:14]2[CH:19]=[CH:18][CH:17]=[CH:16][N:15]=2)[C:9]2[C:4](=[CH:5][CH:6]=[CH:7][C:8]=2[C:20]2[CH:25]=[CH:24][CH:23]=[CH:22][CH:21]=2)[N:3]=1.C([Sn](CCCC)(CCCC)[C:31]([O:33][CH2:34][CH3:35])=[CH2:32])CCC. (5) Given the product [CH3:1][C:2]([CH3:11])([CH2:3][OH:13])[CH:11]([C:2]1[CH:3]=[CH:4][C:5]2[C:10](=[CH:9][CH:8]=[CH:7][CH:6]=2)[CH:1]=1)[OH:12], predict the reactants needed to synthesize it. The reactants are: [CH:1]1[C:10]2[C:5](=[CH:6][CH:7]=[CH:8][CH:9]=2)[CH:4]=[CH:3][C:2]=1[CH:11]=[O:12].[OH-:13].[K+]. (6) Given the product [S:23]1[C:24]2[C:25](=[N:26][CH:27]=[CH:28][CH:29]=2)[N:30]=[C:22]1[O:13][C:11]1[CH:10]=[CH:9][C:8]2[C:4]([CH2:3][CH2:2][OH:1])=[CH:5][O:6][C:7]=2[CH:12]=1, predict the reactants needed to synthesize it. The reactants are: [OH:1][CH2:2][CH2:3][C:4]1[C:8]2[CH:9]=[CH:10][C:11]([OH:13])=[CH:12][C:7]=2[O:6][CH:5]=1.C([O-])([O-])=O.[Cs+].[Cs+].Cl.Cl[C:22]1[S:23][C:24]2[C:25]([N:30]=1)=[N:26][CH:27]=[CH:28][CH:29]=2. (7) Given the product [CH3:18][C:13]1[CH:14]=[CH:15][CH:16]=[CH:17][C:12]=1[C:11]([NH:10][C:6]1[CH:5]=[C:4]([CH:9]=[CH:8][CH:7]=1)[C:3]([OH:20])=[O:2])=[O:19], predict the reactants needed to synthesize it. The reactants are: C[O:2][C:3](=[O:20])[C:4]1[CH:9]=[CH:8][CH:7]=[C:6]([NH:10][C:11](=[O:19])[C:12]2[CH:17]=[CH:16][CH:15]=[CH:14][C:13]=2[CH3:18])[CH:5]=1.O.[OH-].[Li+]. (8) The reactants are: [CH3:1][O:2][C:3]1[C:4]([CH2:17][CH2:18][C:19]#[N:20])=[CH:5][C:6]2[C:11]([CH:12]=1)=[CH:10][CH:9]=[C:8]([O:13][CH3:14])[C:7]=2[O:15][CH3:16].[Na].[CH3:22][C:23]([O:26][C:27](O[C:27]([O:26][C:23]([CH3:25])([CH3:24])[CH3:22])=[O:28])=[O:28])([CH3:25])[CH3:24].CCN(CC)CC. Given the product [C:23]([O:26][C:27](=[O:28])[NH:20][CH2:19][CH2:18][CH2:17][C:4]1[CH2:5][C:6]2[C:11]([CH2:12][C:3]=1[O:2][CH3:1])=[CH:10][CH:9]=[C:8]([O:13][CH3:14])[C:7]=2[O:15][CH3:16])([CH3:25])([CH3:24])[CH3:22], predict the reactants needed to synthesize it. (9) Given the product [CH2:26]([N:23]([CH2:24][CH3:25])[C:21]1[CH:20]=[C:19]([CH3:28])[N:18]=[C:17]([NH:15][C:5]2[CH:6]=[CH:7][C:8]([N:9]3[CH:13]=[C:12]([CH3:14])[N:11]=[CH:10]3)=[C:3]([O:2][CH3:1])[CH:4]=2)[N:22]=1)[CH3:27], predict the reactants needed to synthesize it. The reactants are: [CH3:1][O:2][C:3]1[CH:4]=[C:5]([NH2:15])[CH:6]=[CH:7][C:8]=1[N:9]1[CH:13]=[C:12]([CH3:14])[N:11]=[CH:10]1.Cl[C:17]1[N:22]=[C:21]([N:23]([CH2:26][CH3:27])[CH2:24][CH3:25])[CH:20]=[C:19]([CH3:28])[N:18]=1. (10) Given the product [C:16]([O:20][C:21]([N:23]1[CH2:24][CH2:25][N:26]([CH2:29][CH:30]([OH:31])[CH2:32][N:6]2[C:5]3[CH:4]=[CH:3][C:2]([Cl:1])=[CH:14][C:13]=3[C:12]3[C:7]2=[CH:8][CH:9]=[C:10]([Cl:15])[CH:11]=3)[CH2:27][CH2:28]1)=[O:22])([CH3:19])([CH3:18])[CH3:17], predict the reactants needed to synthesize it. The reactants are: [Cl:1][C:2]1[CH:3]=[CH:4][C:5]2[NH:6][C:7]3[C:12]([C:13]=2[CH:14]=1)=[CH:11][C:10]([Cl:15])=[CH:9][CH:8]=3.[C:16]([O:20][C:21]([N:23]1[CH2:28][CH2:27][N:26]([CH2:29][CH:30]2[CH2:32][O:31]2)[CH2:25][CH2:24]1)=[O:22])([CH3:19])([CH3:18])[CH3:17].